Predict the product of the given reaction. From a dataset of Forward reaction prediction with 1.9M reactions from USPTO patents (1976-2016). (1) Given the reactants [OH:1][C:2]1[C:9]([CH3:10])=[CH:8][C:5]([CH:6]=[O:7])=[CH:4][C:3]=1[CH3:11].C([O-])([O-])=O.[K+].[K+].Br[CH2:19][CH2:20][NH:21][C:22]1[CH:26]=[CH:25][O:24][N:23]=1, predict the reaction product. The product is: [O:24]1[CH:25]=[CH:26][C:22]([NH:21][CH2:20][CH2:19][O:1][C:2]2[C:3]([CH3:11])=[CH:4][C:5]([CH:6]=[O:7])=[CH:8][C:9]=2[CH3:10])=[N:23]1. (2) Given the reactants [CH3:1][O:2][C:3]1[CH:8]=[CH:7][C:6]([OH:9])=[CH:5][CH:4]=1.[CH3:10]C(C)([O-])C.[K+].[C:16]([NH:26][C@H:27]([C:32]([N:34]1[CH2:38]C2[O:39][CH:36]2[CH2:35]1)=[O:33])[CH2:28][CH:29]([CH3:31])[CH3:30])([O:18][CH2:19][C:20]1[CH:25]=[CH:24][CH:23]=[CH:22][CH:21]=1)=[O:17], predict the reaction product. The product is: [OH:39][CH:36]1[CH:1]([O:2][C:3]2[CH:8]=[CH:7][C:6]([O:9][CH3:10])=[CH:5][CH:4]=2)[CH2:38][N:34]([C:32](=[O:33])[C@H:27]([CH2:28][CH:29]([CH3:31])[CH3:30])[NH:26][C:16]([O:18][CH2:19][C:20]2[CH:21]=[CH:22][CH:23]=[CH:24][CH:25]=2)=[O:17])[CH2:35]1. (3) Given the reactants [CH3:1][O:2][C:3]1[CH:4]=[C:5]([C:11]2[CH:12]=[C:13]3[CH:19]=[CH:18][NH:17][C:14]3=[N:15][CH:16]=2)[CH:6]=[CH:7][C:8]=1[O:9][CH3:10].[C:20]1([S:26](Cl)(=[O:28])=[O:27])[CH:25]=[CH:24][CH:23]=[CH:22][CH:21]=1, predict the reaction product. The product is: [C:20]1([S:26]([N:17]2[C:14]3=[N:15][CH:16]=[C:11]([C:5]4[CH:6]=[CH:7][C:8]([O:9][CH3:10])=[C:3]([O:2][CH3:1])[CH:4]=4)[CH:12]=[C:13]3[CH:19]=[CH:18]2)(=[O:28])=[O:27])[CH:25]=[CH:24][CH:23]=[CH:22][CH:21]=1. (4) Given the reactants [O:1]=[C:2]1[N:6]([C@@H:7]([C:9]2[CH:14]=[CH:13][CH:12]=[CH:11][CH:10]=2)[CH3:8])[CH2:5][C@H:4]([C:15]#[N:16])[CH2:3]1.N.O, predict the reaction product. The product is: [NH2:16][CH2:15][C@H:4]1[CH2:5][N:6]([C@@H:7]([C:9]2[CH:14]=[CH:13][CH:12]=[CH:11][CH:10]=2)[CH3:8])[C:2](=[O:1])[CH2:3]1. (5) Given the reactants FC(F)(F)C([N:5]1[CH2:11][CH:10]([CH3:12])[C:9]2[CH:13]=[CH:14][C:15]([C:17]3[N:18]([CH3:22])[N:19]=[CH:20][CH:21]=3)=[CH:16][C:8]=2[CH2:7][CH2:6]1)=O.[OH-].[Na+], predict the reaction product. The product is: [CH3:22][N:18]1[C:17]([C:15]2[CH:14]=[CH:13][C:9]3[CH:10]([CH3:12])[CH2:11][NH:5][CH2:6][CH2:7][C:8]=3[CH:16]=2)=[CH:21][CH:20]=[N:19]1. (6) Given the reactants [Cl:1][C:2]1[CH:11]=[C:10]([CH3:12])[C:9]2[C:4](=[CH:5][CH:6]=[C:7]([N+:13]([O-])=O)[CH:8]=2)[N:3]=1, predict the reaction product. The product is: [Cl:1][C:2]1[CH:11]=[C:10]([CH3:12])[C:9]2[C:4](=[CH:5][CH:6]=[C:7]([NH2:13])[CH:8]=2)[N:3]=1.